From a dataset of Merck oncology drug combination screen with 23,052 pairs across 39 cell lines. Regression. Given two drug SMILES strings and cell line genomic features, predict the synergy score measuring deviation from expected non-interaction effect. (1) Drug 2: CCc1cnn2c(NCc3ccc[n+]([O-])c3)cc(N3CCCCC3CCO)nc12. Cell line: SKOV3. Drug 1: CC(=O)OC1C(=O)C2(C)C(O)CC3OCC3(OC(C)=O)C2C(OC(=O)c2ccccc2)C2(O)CC(OC(=O)C(O)C(NC(=O)c3ccccc3)c3ccccc3)C(C)=C1C2(C)C. Synergy scores: synergy=-18.1. (2) Drug 1: CCC1(O)CC2CN(CCc3c([nH]c4ccccc34)C(C(=O)OC)(c3cc4c(cc3OC)N(C)C3C(O)(C(=O)OC)C(OC(C)=O)C5(CC)C=CCN6CCC43C65)C2)C1. Drug 2: O=C(CCCCCCC(=O)Nc1ccccc1)NO. Cell line: NCIH460. Synergy scores: synergy=-18.9. (3) Drug 1: O=C(O)C1(Cc2cccc(Nc3nccs3)n2)CCC(Oc2cccc(Cl)c2F)CC1. Drug 2: CC(C)CC(NC(=O)C(Cc1ccccc1)NC(=O)c1cnccn1)B(O)O. Cell line: CAOV3. Synergy scores: synergy=-22.2.